From a dataset of Forward reaction prediction with 1.9M reactions from USPTO patents (1976-2016). Predict the product of the given reaction. (1) Given the reactants [C:1]([O:9][CH2:10][CH3:11])(=[O:8])[C:2]1[CH:7]=[CH:6][N:5]=[CH:4][CH:3]=1.[N+:12]([C:15]1[CH:20]=[C:19]([N+:21]([O-:23])=[O:22])[CH:18]=[CH:17][C:16]=1[O:24]N)([O-:14])=[O:13], predict the reaction product. The product is: [N+:12]([C:15]1[CH:20]=[C:19]([N+:21]([O-:23])=[O:22])[CH:18]=[CH:17][C:16]=1[OH:24])([O-:14])=[O:13].[NH2:12][N:5]1[CH:6]=[CH:7][C:2]([C:1]([O:9][CH2:10][CH3:11])=[O:8])=[CH:3][CH2:4]1. (2) Given the reactants [NH2:1][C:2]1[S:3][C:4]([C:10]2[C:15]([F:16])=[CH:14][C:13]([C:17]([OH:20])([CH3:19])[CH3:18])=[CH:12][C:11]=2[F:21])=[CH:5][C:6]=1[C:7]([NH2:9])=[O:8].Cl[C:23]1[CH:28]=[CH:27][N:26]=[C:25]([N:29]2[CH2:33][CH2:32][CH2:31][CH2:30]2)[N:24]=1, predict the reaction product. The product is: [F:16][C:15]1[CH:14]=[C:13]([C:17]([OH:20])([CH3:18])[CH3:19])[CH:12]=[C:11]([F:21])[C:10]=1[C:4]1[S:3][C:2]([NH:1][C:27]2[CH:28]=[CH:23][N:24]=[C:25]([N:29]3[CH2:30][CH2:31][CH2:32][CH2:33]3)[N:26]=2)=[C:6]([C:7]([NH2:9])=[O:8])[CH:5]=1. (3) Given the reactants [NH2:1][C:2]1[CH:3]=[C:4]([C:8]([OH:17])([C:13]([F:16])([F:15])[F:14])[C:9]([F:12])([F:11])[F:10])[CH:5]=[CH:6][CH:7]=1.[C:18]([O:22][C:23]([N:25]1[CH2:29][CH2:28][CH2:27][CH:26]1[CH2:30]O)=[O:24])([CH3:21])([CH3:20])[CH3:19].C1C=CC(P(C2C=CC=CC=2)C2C=CC=CC=2)=CC=1.CCOC(/N=N/C(OCC)=O)=O, predict the reaction product. The product is: [C:18]([O:22][C:23]([N:25]1[CH2:29][CH2:28][CH2:27][CH:26]1[CH2:30][O:17][C:8]([C:4]1[CH:5]=[CH:6][CH:7]=[C:2]([NH2:1])[CH:3]=1)([C:9]([F:10])([F:11])[F:12])[C:13]([F:14])([F:15])[F:16])=[O:24])([CH3:21])([CH3:19])[CH3:20].